Dataset: Catalyst prediction with 721,799 reactions and 888 catalyst types from USPTO. Task: Predict which catalyst facilitates the given reaction. (1) Reactant: [F:1][C:2]1[CH:3]=[C:4]([C:11]2[CH:12]=[C:13]([C:20](O)=[O:21])[C:14]3[O:18][CH2:17][CH2:16][C:15]=3[CH:19]=2)[CH:5]=[C:6]([O:9][CH3:10])[C:7]=1[F:8].[NH2:23][C@@H:24]([CH2:35][OH:36])[CH2:25][C:26]1[C:34]2[C:29](=[CH:30][CH:31]=[CH:32][CH:33]=2)[NH:28][CH:27]=1.C(Cl)CCl.C1C=CC2N(O)N=NC=2C=1. Product: [OH:36][CH2:35][C@H:24]([NH:23][C:20]([C:13]1[C:14]2[O:18][CH2:17][CH2:16][C:15]=2[CH:19]=[C:11]([C:4]2[CH:5]=[C:6]([O:9][CH3:10])[C:7]([F:8])=[C:2]([F:1])[CH:3]=2)[CH:12]=1)=[O:21])[CH2:25][C:26]1[C:34]2[C:29](=[CH:30][CH:31]=[CH:32][CH:33]=2)[NH:28][CH:27]=1. The catalyst class is: 3. (2) Reactant: [Cl:1][C:2]1[CH:3]=[C:4]([C@H:9]2[C@H:14]([N:15]([CH3:28])[C:16]([C:18]3[CH:23]=[CH:22][C:21]([C:24]([F:27])([F:26])[F:25])=[CH:20][N:19]=3)=[O:17])[CH2:13][CH2:12][N:11]([C:29]([C:31]3[NH:32][C:33]4[C:34](=[O:40])[CH2:35][CH2:36][CH2:37][C:38]=4[CH:39]=3)=[O:30])[CH2:10]2)[CH:5]=[CH:6][C:7]=1[Cl:8].[H-].[Na+].[CH3:43]I.O. Product: [Cl:1][C:2]1[CH:3]=[C:4]([C@H:9]2[C@H:14]([N:15]([CH3:28])[C:16]([C:18]3[CH:23]=[CH:22][C:21]([C:24]([F:26])([F:25])[F:27])=[CH:20][N:19]=3)=[O:17])[CH2:13][CH2:12][N:11]([C:29]([C:31]3[N:32]([CH3:43])[C:33]4[C:34](=[O:40])[CH2:35][CH2:36][CH2:37][C:38]=4[CH:39]=3)=[O:30])[CH2:10]2)[CH:5]=[CH:6][C:7]=1[Cl:8]. The catalyst class is: 3. (3) Reactant: [CH3:1][O:2][C:3]1[CH:4]=[C:5]([CH:8]=[CH:9][C:10]=1[O:11]C1CCCCO1)[CH:6]=O.[CH3:18][O:19][C:20]1[CH:21]=[C:22]([C:26](=[O:28])[CH3:27])[CH:23]=[CH:24][CH:25]=1.[OH-].[Na+].C(Cl)(=O)C.Cl. Product: [CH3:1][O:2][C:3]1[CH:4]=[C:5]([CH:6]=[CH:27][C:26]([C:22]2[CH:23]=[CH:24][CH:25]=[C:20]([O:19][CH3:18])[CH:21]=2)=[O:28])[CH:8]=[CH:9][C:10]=1[OH:11]. The catalyst class is: 61.